From a dataset of Reaction yield outcomes from USPTO patents with 853,638 reactions. Predict the reaction yield, written as a fraction of the theoretical maximum amount of product (1.0 means a 100% yield; for example, 0.34 means a 34% yield). (1) The reactants are [NH2:1][CH2:2][CH2:3][CH2:4][OH:5].[CH:6]([S:8]([CH:11]=[CH2:12])(=[O:10])=[O:9])=[CH2:7]. No catalyst specified. The product is [O:9]=[S:8]1(=[O:10])[CH2:11][CH2:12][N:1]([CH2:2][CH2:3][CH2:4][OH:5])[CH2:7][CH2:6]1. The yield is 0.900. (2) The yield is 0.960. The reactants are [OH-].[Na+].[Cl:3][C:4]1[CH:13]=[CH:12][C:7]([C:8]([O:10]C)=[O:9])=[CH:6][C:5]=1[O:14][CH2:15][C:16]([F:19])([F:18])[F:17]. The catalyst is O.CO. The product is [Cl:3][C:4]1[CH:13]=[CH:12][C:7]([C:8]([OH:10])=[O:9])=[CH:6][C:5]=1[O:14][CH2:15][C:16]([F:17])([F:19])[F:18]. (3) The reactants are [C:1]([CH2:3][C:4]([NH:6][C:7]1[CH:8]=[N:9][CH:10]=[CH:11][C:12]=1[O:13][CH3:14])=[O:5])#[N:2].C([O-])(=O)C.[Na+].[Cl:20][C:21]([Cl:25])([Cl:24])[C:22]#[N:23]. The catalyst is C(O)C. The product is [NH2:23][C:22]([C:21]([Cl:25])([Cl:24])[Cl:20])=[C:3]([C:1]#[N:2])[C:4]([NH:6][C:7]1[CH:8]=[N:9][CH:10]=[CH:11][C:12]=1[O:13][CH3:14])=[O:5]. The yield is 0.800. (4) The reactants are C[O:2][C:3](=[O:39])[C@H:4]([NH:11][C:12]([C:14]12[CH2:21][C:18]([C:22]3[NH:30][C:29]4[C:28](=[O:31])[N:27]([CH2:32][CH2:33][CH3:34])[C:26](=[O:35])[N:25]([CH2:36][CH2:37][CH3:38])[C:24]=4[N:23]=3)([CH2:19][CH2:20]1)[CH2:17][CH2:16][CH2:15]2)=[O:13])[C:5]1[CH:10]=[CH:9][CH:8]=[CH:7][CH:6]=1.[Li+].[OH-]. The catalyst is C1COCC1. The product is [O:35]=[C:26]1[N:25]([CH2:36][CH2:37][CH3:38])[C:24]2[N:23]=[C:22]([C:18]34[CH2:21][C:14]([C:12]([NH:11][C@H:4]([C:5]5[CH:6]=[CH:7][CH:8]=[CH:9][CH:10]=5)[C:3]([OH:39])=[O:2])=[O:13])([CH2:20][CH2:19]3)[CH2:15][CH2:16][CH2:17]4)[NH:30][C:29]=2[C:28](=[O:31])[N:27]1[CH2:32][CH2:33][CH3:34]. The yield is 0.480. (5) The reactants are [Br:1][C:2]1[CH:7]=[CH:6][CH:5]=[C:4]([CH:8]([CH:10]2[CH2:12][CH2:11]2)[CH3:9])[C:3]=1[OH:13].C(=O)([O-])[O-].[K+].[K+].Br[CH2:21][C:22]([CH3:24])=[CH2:23]. The catalyst is C(#N)C. The product is [Br:1][C:2]1[CH:7]=[CH:6][CH:5]=[C:4]([CH:8]([CH:10]2[CH2:11][CH2:12]2)[CH3:9])[C:3]=1[O:13][CH2:23][C:22]([CH3:24])=[CH2:21]. The yield is 0.900. (6) The product is [F:17][C:18]1[CH:25]=[CH:24][C:21]([CH2:22][NH:23][CH2:6][C:7]2[N:12]=[C:11]([C:13]([O:15][CH3:16])=[O:14])[CH:10]=[CH:9][CH:8]=2)=[CH:20][CH:19]=1. The yield is 0.310. The reactants are CS(O[CH2:6][C:7]1[N:12]=[C:11]([C:13]([O:15][CH3:16])=[O:14])[CH:10]=[CH:9][CH:8]=1)(=O)=O.[F:17][C:18]1[CH:25]=[CH:24][C:21]([CH2:22][NH2:23])=[CH:20][CH:19]=1.C([O-])([O-])=O.[Cs+].[Cs+]. The catalyst is CC#N. (7) The reactants are [NH2:1][C:2]1[C:3]([C:17]([NH2:19])=[O:18])=[N:4][C:5]([C:9]2[CH:14]=[CH:13][C:12]([F:15])=[C:11](Br)[CH:10]=2)=[C:6]([F:8])[CH:7]=1.[C:20]([C@:22]1([OH:29])[CH2:26][CH2:25][N:24]([CH3:27])[C:23]1=[O:28])#[CH:21]. No catalyst specified. The product is [NH2:1][C:2]1[C:3]([C:17]([NH2:19])=[O:18])=[N:4][C:5]([C:9]2[CH:14]=[CH:13][C:12]([F:15])=[C:11]([C:21]#[C:20][C@:22]3([OH:29])[CH2:26][CH2:25][N:24]([CH3:27])[C:23]3=[O:28])[CH:10]=2)=[C:6]([F:8])[CH:7]=1. The yield is 0.370.